Regression. Given a peptide amino acid sequence and an MHC pseudo amino acid sequence, predict their binding affinity value. This is MHC class I binding data. From a dataset of Peptide-MHC class I binding affinity with 185,985 pairs from IEDB/IMGT. (1) The peptide sequence is RPTTGRTSL. The MHC is Patr-B1301 with pseudo-sequence Patr-B1301. The binding affinity (normalized) is 0.916. (2) The peptide sequence is SLDSWWTSV. The MHC is HLA-A02:01 with pseudo-sequence HLA-A02:01. The binding affinity (normalized) is 0.638. (3) The binding affinity (normalized) is 0.0694. The MHC is HLA-B44:03 with pseudo-sequence HLA-B44:03. The peptide sequence is WTLVVLLI. (4) The MHC is HLA-A32:01 with pseudo-sequence HLA-A32:01. The binding affinity (normalized) is 0. The peptide sequence is LIAGIILLI.